This data is from NCI-60 drug combinations with 297,098 pairs across 59 cell lines. The task is: Regression. Given two drug SMILES strings and cell line genomic features, predict the synergy score measuring deviation from expected non-interaction effect. (1) Drug 1: CC1C(C(CC(O1)OC2CC(CC3=C2C(=C4C(=C3O)C(=O)C5=C(C4=O)C(=CC=C5)OC)O)(C(=O)CO)O)N)O.Cl. Drug 2: CS(=O)(=O)OCCCCOS(=O)(=O)C. Cell line: SK-MEL-28. Synergy scores: CSS=1.09, Synergy_ZIP=0.643, Synergy_Bliss=-0.0206, Synergy_Loewe=-2.78, Synergy_HSA=-2.77. (2) Drug 1: C1=C(C(=O)NC(=O)N1)F. Drug 2: CS(=O)(=O)CCNCC1=CC=C(O1)C2=CC3=C(C=C2)N=CN=C3NC4=CC(=C(C=C4)OCC5=CC(=CC=C5)F)Cl. Cell line: CCRF-CEM. Synergy scores: CSS=16.0, Synergy_ZIP=-8.42, Synergy_Bliss=-17.5, Synergy_Loewe=-21.5, Synergy_HSA=-19.3. (3) Drug 1: CN1C2=C(C=C(C=C2)N(CCCl)CCCl)N=C1CCCC(=O)O.Cl. Drug 2: C1CN(P(=O)(OC1)NCCCl)CCCl. Cell line: HCT-15. Synergy scores: CSS=2.27, Synergy_ZIP=-4.46, Synergy_Bliss=-11.2, Synergy_Loewe=-10.5, Synergy_HSA=-9.26.